Dataset: Peptide-MHC class I binding affinity with 185,985 pairs from IEDB/IMGT. Task: Regression. Given a peptide amino acid sequence and an MHC pseudo amino acid sequence, predict their binding affinity value. This is MHC class I binding data. (1) The peptide sequence is EPFSRRHPL. The MHC is HLA-B38:01 with pseudo-sequence HLA-B38:01. The binding affinity (normalized) is 0.0847. (2) The peptide sequence is AEFEYTIL. The MHC is HLA-A02:01 with pseudo-sequence HLA-A02:01. The binding affinity (normalized) is 0.0787. (3) The binding affinity (normalized) is 0.0847. The peptide sequence is TVIYRGTTF. The MHC is HLA-B51:01 with pseudo-sequence HLA-B51:01. (4) The peptide sequence is GNYVHLPLSPR. The MHC is Mamu-B03 with pseudo-sequence Mamu-B03. The binding affinity (normalized) is 0. (5) The peptide sequence is GMFTNRSGS. The MHC is HLA-A02:01 with pseudo-sequence HLA-A02:01. The binding affinity (normalized) is 0. (6) The peptide sequence is LLQRWGGTC. The MHC is HLA-A02:01 with pseudo-sequence HLA-A02:01. The binding affinity (normalized) is 0.277. (7) The peptide sequence is LTIFSTIIF. The MHC is HLA-A32:01 with pseudo-sequence HLA-A32:01. The binding affinity (normalized) is 0.484. (8) The peptide sequence is GVYGGLCLA. The MHC is HLA-A02:01 with pseudo-sequence HLA-A02:01. The binding affinity (normalized) is 0.898. (9) The peptide sequence is YHDPETAAA. The MHC is HLA-B08:01 with pseudo-sequence HLA-B08:01. The binding affinity (normalized) is 0.213. (10) The peptide sequence is IHDFVDKTL. The MHC is HLA-B27:03 with pseudo-sequence HLA-B27:03. The binding affinity (normalized) is 0.0847.